Dataset: Drug-target binding data from BindingDB using IC50 measurements. Task: Regression. Given a target protein amino acid sequence and a drug SMILES string, predict the binding affinity score between them. We predict pIC50 (pIC50 = -log10(IC50 in M); higher means more potent). Dataset: bindingdb_ic50. (1) The small molecule is C[C@@H](Oc1cc(-c2cnn(C3CC4(CCNCC4)C3)c2)cnc1N)c1c(Cl)ccc(F)c1Cl. The target protein sequence is MGAIGLLWLLPLLLSTAAVGSGMGTGQRAGSPAAGPPLQPREPLSYSRLQRKSLAVDFVVPSLFRVYARDLLLPPSSSELKAGRPEARGSLALDCAPLLRLLGPAPGVSWTAGSPAPAEARTLSRVLKGGSVRKLRRAKQLVLELGEEAILEGCVGPPGEAAVGLLQFNLSELFSWWIRQGEGRLRIRLMPEKKASEVGREGRLSAAIRASQPRLLFQIFGTGHSSLESPTNMPSPSPDYFTWNLTWIMKDSFPFLSHRSRYGLECSFDFPCELEYSPPLHDLRNQSWSWRRIPSEEASQMDLLDGPGAERSKEMPRGSFLLLNTSADSKHTILSPWMRSSSEHCTLAVSVHRHLQPSGRYIAQLLPHNEAAREILLMPTPGKHGWTVLQGRIGRPDNPFRVALEYISSGNRSLSAVDFFALKNCSEGTSPGSKMALQSSFTCWNGTVLQLGQACDFHQDCAQGEDESQMCRKLPVGFYCNFEDGFCGWTQGTLSPHTPQ.... The pIC50 is 8.9. (2) The compound is COC1=C(N)C(=O)c2nc(C)ccc2C1=O. The target protein (P26358) has sequence MPARTAPARVPTLAVPAISLPDDVRRRLKDLERDSLTEKECVKEKLNLLHEFLQTEIKNQLCDLETKLRKEELSEEGYLAKVKSLLNKDLSLENGAHAYNREVNGRLENGNQARSEARRVGMADANSPPKPLSKPRTPRRSKSDGEAKPEPSPSPRITRKSTRQTTITSHFAKGPAKRKPQEESERAKSDESIKEEDKDQDEKRRRVTSRERVARPLPAEEPERAKSGTRTEKEEERDEKEEKRLRSQTKEPTPKQKLKEEPDREARAGVQADEDEDGDEKDEKKHRSQPKDLAAKRRPEEKEPEKVNPQISDEKDEDEKEEKRRKTTPKEPTEKKMARAKTVMNSKTHPPKCIQCGQYLDDPDLKYGQHPPDAVDEPQMLTNEKLSIFDANESGFESYEALPQHKLTCFSVYCKHGHLCPIDTGLIEKNIELFFSGSAKPIYDDDPSLEGGVNGKNLGPINEWWITGFDGGEKALIGFSTSFAEYILMDPSPEYAPIFG.... The pIC50 is 5.3. (3) The drug is COC(=O)C1CC(=O)c2oc(=O)c3cc(O)c(O)c(O)c3c21. The target protein (P52270) has sequence MASKPQPIAAANWKCNGSESLLVPLIETLNAATFDHDVQCVVAPTFLHIPMTKARLTNPKFQIAAQNAITRSGAFTGEVSLQILKDYGISWVVLGHSERRLYYGETNEIVAEKVAQACAAGFHVIVCVGETNEEREAGRTAAVVLTQLAAVAQKLSKEAWSRVVIAYEPVWAIGTGKVATPQQAQEVHELLRRWVRSKLGTDIAAQLRILYGGSVTAKNARTLYQMRDINGFLVGGASLKPEFVEIIEATK. The pIC50 is 5.2. (4) The small molecule is O=C(O)CC[C@@H](NC(=O)c1cccc(NCc2ccc(C=C3SC(S)=NC3=O)cc2)c1)C(=O)O. The target protein (P0A091) has sequence MLNYTGLENKNVLVVGLAKSGYEAAKLLSKLGANVTVNDGKDLSQDAHAKDLESMGISVVSGSHPLTLLDNNPIIVKNPGIPYTVSIIDEAVKRGLKILTEVELSYLISEAPIIAVTGTNGKTTVTSLIGDMFKKSRLTGRLSGNIGYVASKVAQEVKPTDYLVTELSSFQLLGIEKYKPHIAIITNIYSAHLDYHENLENYQNAKKQIYKNQTEEDYLICNYHQRQVIESEELKAKTLYFSTQQEVDGIYIKDGFIVYKGVRIINTEDLVLPGEHNLENILAAVLACILAGVPIKAIIDSLTTFSGIEHRLQYVGTNRTNKYYNDSKATNTLATQFALNSFNQPIIWLCGGLDRGNEFDELIPYMENVRAMVVFGQTKAKFAKLGNSQGKSVIEANNVEDAVDKVQDIIEPNDVVLLSPACASWDQYSTFEERGEKFIERFRAHLPSY. The pIC50 is 5.2. (5) The drug is NC(=O)c1c(-c2ccc3nc(OC4CCC4)ccc3c2)nn(C2CCCCC2)c1N. The target protein sequence is MGNTAVGNTGTRLRAPVDAVVNTTNKKAPVSEKPSQPQIPNKTSDVKKGGTMGGERGSVTTGMFVQSGSGTFAERYNIVCMLGKGSFGEVLKCKDRITQQEYAVKVINKASAKNKDTSTILREVELLKKLDHPNIMKLFEILEDSSSFYIVGELYTGGELFDEIIKRKRFSEHDAARIIKQVFSGITYMHKHNIVHRDLKPENILLESKEKDCDIKIIDFGLSTCFQQNTKMKDRIGTAYYIAPEVLRGTYDEKCDVWSAGVILYILLSGTPPFYGKNEYDILKRVETGKYAFDLPQWRTISDDAKDLIRKMLTFHPSLRITATQCLEHPWIQKYSSETPTISDLPSLESAMTNIRQFQAEKKLAQAALLYMASKLTTLDETKQLTEIFRKLDTNNDGMLDRDELVRGYHEFMRLKGVDSNSLIQNEGSTIEDQIDSLMPLLDMDGSGSIEYSEFIASAIDRTILLSRERMERAFKMFDKDGSGKISTKELFKLFSQADS.... The pIC50 is 8.2. (6) The small molecule is CCNC(=O)[C@@H]1OC(C(=O)O)=C[C@H](N)[C@H]1NC(C)=O. The target protein (P03468) has sequence MNPNQKIITIGSICLVVGLISLILQIGNIISIWISHSIQTGSQNHTGICNQNIITYKNSTWVKDTTSVILTGNSSLCPIRGWAIYSKDNSIRIGSKGDVFVIREPFISCSHLECRTFFLTQGALLNDKHSNGTVKDRSPYRALMSCPVGEAPSPYNSRFESVAWSASACHDGMGWLTIGISGPDNGAVAVLKYNGIITETIKSWRKKILRTQESECACVNGSCFTIMTDGPSDGLASYKIFKIEKGKVTKSIELNAPNSHYEECSCYPDTGKVMCVCRDNWHGSNRPWVSFDQNLDYQIGYICSGVFGDNPRPEDGTGSCGPVYVDGANGVKGFSYRYGNGVWIGRTKSHSSRHGFEMIWDPNGWTETDSKFSVRQDVVAMTDWSGYSGSFVQHPELTGLDCMRPCFWVELIRGRPKEKTIWTSASSISFCGVNSDTVDWSWPDGAELPFSIDK. The pIC50 is 4.9.